Dataset: Catalyst prediction with 721,799 reactions and 888 catalyst types from USPTO. Task: Predict which catalyst facilitates the given reaction. Reactant: [F:1][C:2]1[C:3]([NH:21][C:22]2[CH:26]=[C:25]([O:27][CH:28]([CH3:30])[CH3:29])[NH:24][N:23]=2)=[N:4][C:5]([NH:10][C@H:11]([C:14]2[CH:19]=[CH:18][C:17]([F:20])=[CH:16][CH:15]=2)[CH2:12][OH:13])=[C:6]([CH:9]=1)[C:7]#[N:8].[OH-:31].[K+].OO. Product: [F:1][C:2]1[C:3]([NH:21][C:22]2[CH:26]=[C:25]([O:27][CH:28]([CH3:30])[CH3:29])[NH:24][N:23]=2)=[N:4][C:5]([NH:10][C@H:11]([C:14]2[CH:19]=[CH:18][C:17]([F:20])=[CH:16][CH:15]=2)[CH2:12][OH:13])=[C:6]([CH:9]=1)[C:7]([NH2:8])=[O:31]. The catalyst class is: 5.